From a dataset of Reaction yield outcomes from USPTO patents with 853,638 reactions. Predict the reaction yield, written as a fraction of the theoretical maximum amount of product (1.0 means a 100% yield; for example, 0.34 means a 34% yield). (1) The reactants are CC(C)([O-])C.[K+].C1(C)C=CC(S([CH2:16][N+:17]#[C-])(=O)=O)=CC=1.[CH2:20]([O:27][C:28]1[C:37]2[C:32](=[CH:33][CH:34]=[CH:35][CH:36]=2)[CH:31]=[CH:30][C:29]=1[CH:38]=O)[C:21]1[CH:26]=[CH:25][CH:24]=[CH:23][CH:22]=1.CO. The catalyst is C(COC)OC. The product is [CH2:20]([O:27][C:28]1[C:37]2[C:32](=[CH:33][CH:34]=[CH:35][CH:36]=2)[CH:31]=[CH:30][C:29]=1[CH2:38][C:16]#[N:17])[C:21]1[CH:26]=[CH:25][CH:24]=[CH:23][CH:22]=1. The yield is 0.620. (2) The reactants are [C:1]([C:3]1[C:4]([C:24]([F:27])([F:26])[F:25])=[C:5]2[C:9](=[CH:10][CH:11]=1)[N:8]([CH2:12][C:13]1[O:17][C:16]([C:18]([NH2:20])=O)=[CH:15][CH:14]=1)[C:7]([CH2:21][CH2:22][CH3:23])=[CH:6]2)#[N:2].N1C=CC=CC=1.O=P(Cl)(Cl)Cl. The catalyst is C(Cl)Cl. The product is [C:18]([C:16]1[O:17][C:13]([CH2:12][N:8]2[C:9]3[C:5](=[C:4]([C:24]([F:26])([F:27])[F:25])[C:3]([C:1]#[N:2])=[CH:11][CH:10]=3)[CH:6]=[C:7]2[CH2:21][CH2:22][CH3:23])=[CH:14][CH:15]=1)#[N:20]. The yield is 0.550.